From a dataset of Full USPTO retrosynthesis dataset with 1.9M reactions from patents (1976-2016). Predict the reactants needed to synthesize the given product. (1) Given the product [Cl:1][C:2]1[CH:11]=[C:10]([CH:9]=[C:4]([CH2:5][OH:6])[CH:3]=1)[C:12]([NH:14][CH3:15])=[O:13], predict the reactants needed to synthesize it. The reactants are: [Cl:1][C:2]1[CH:3]=[C:4]([CH:9]=[C:10]([C:12]([NH:14][CH3:15])=[O:13])[CH:11]=1)[C:5](OC)=[O:6].C(O)C.[BH4-].[Li+]. (2) Given the product [ClH:28].[NH2:8][C:5]1[CH:6]=[CH:7][C:2]([CH3:1])=[C:3]([NH:16][C:17]([C:19]2[S:27][C:22]3=[N:23][CH:24]=[CH:25][N:26]=[C:21]3[CH:20]=2)=[O:18])[CH:4]=1, predict the reactants needed to synthesize it. The reactants are: [CH3:1][C:2]1[CH:7]=[CH:6][C:5]([NH:8]C(=O)OC(C)(C)C)=[CH:4][C:3]=1[NH:16][C:17]([C:19]1[S:27][C:22]2=[N:23][CH:24]=[CH:25][N:26]=[C:21]2[CH:20]=1)=[O:18].[ClH:28].O1CCOCC1. (3) The reactants are: C1(O[C:8](=[O:20])[NH:9][C:10]2[C:11]([C:16]([F:19])([F:18])[F:17])=[N:12][CH:13]=[CH:14][CH:15]=2)C=CC=CC=1.[NH2:21][C:22]1[C:27]([C:28]#[N:29])=[C:26]([NH:30][C@H:31]([C:33]2[N:42]([C:43]3[CH:48]=[CH:47][CH:46]=[C:45]([NH2:49])[CH:44]=3)[C:41](=[O:50])[C:40]3[C:35](=[CH:36][CH:37]=[CH:38][C:39]=3[Cl:51])[N:34]=2)[CH3:32])[N:25]=[CH:24][N:23]=1.CCN(C(C)C)C(C)C. Given the product [NH2:21][C:22]1[N:23]=[CH:24][N:25]=[C:26]([NH:30][C@H:31]([C:33]2[N:42]([C:43]3[CH:44]=[C:45]([NH:49][C:8]([NH:9][C:10]4[C:11]([C:16]([F:17])([F:18])[F:19])=[N:12][CH:13]=[CH:14][CH:15]=4)=[O:20])[CH:46]=[CH:47][CH:48]=3)[C:41](=[O:50])[C:40]3[C:35](=[CH:36][CH:37]=[CH:38][C:39]=3[Cl:51])[N:34]=2)[CH3:32])[C:27]=1[C:28]#[N:29], predict the reactants needed to synthesize it. (4) Given the product [OH:22][C:19]1([CH2:23][N:24]2[C:29](=[O:30])[C:28]3=[CH:31][CH:32]=[CH:33][N:27]3[N:26]=[CH:25]2)[CH2:18][CH2:17][N:16]([C:14]([C:11]2[CH:12]=[CH:13][C:8]([C:3]3[CH:4]=[CH:5][CH:6]=[CH:7][C:2]=3[NH:1][C:43](=[O:44])[C:42]([CH3:46])=[CH2:41])=[CH:9][CH:10]=2)=[O:15])[CH2:21][CH2:20]1, predict the reactants needed to synthesize it. The reactants are: [NH2:1][C:2]1[CH:7]=[CH:6][CH:5]=[CH:4][C:3]=1[C:8]1[CH:13]=[CH:12][C:11]([C:14]([N:16]2[CH2:21][CH2:20][C:19]([CH2:23][N:24]3[C:29](=[O:30])[C:28]4=[CH:31][CH:32]=[CH:33][N:27]4[N:26]=[CH:25]3)([OH:22])[CH2:18][CH2:17]2)=[O:15])=[CH:10][CH:9]=1.C(N(CC)CC)C.[CH3:41][C:42](=[CH2:46])[C:43](Cl)=[O:44]. (5) Given the product [Cl:20][C:21]1[CH:27]=[C:26]([C:28]([F:30])([F:31])[F:29])[CH:25]=[CH:24][C:22]=1[NH:23][C:2]1[CH:16]=[C:15]([CH:17]([CH3:19])[CH3:18])[C:5]([C:6]([NH:8][CH2:9][CH:10]2[CH2:14][CH2:13][CH2:12][CH2:11]2)=[O:7])=[CH:4][N:3]=1, predict the reactants needed to synthesize it. The reactants are: Cl[C:2]1[CH:16]=[C:15]([CH:17]([CH3:19])[CH3:18])[C:5]([C:6]([NH:8][CH2:9][CH:10]2[CH2:14][CH2:13][CH2:12][CH2:11]2)=[O:7])=[CH:4][N:3]=1.[Cl:20][C:21]1[CH:27]=[C:26]([C:28]([F:31])([F:30])[F:29])[CH:25]=[CH:24][C:22]=1[NH2:23]. (6) The reactants are: [CH3:1][C:2]1([C:7]2[O:11][C:10]([CH2:12][N:13]3[N:17]=[C:16]([NH2:18])[CH:15]=[N:14]3)=[CH:9][CH:8]=2)[O:6]CCO1.[CH2:19]([C:21]1[O:22][C:23]([C:29]2[CH:34]=[CH:33][CH:32]=[CH:31][CH:30]=2)=[C:24]([C:26](O)=[O:27])[N:25]=1)[CH3:20]. Given the product [C:2]([C:7]1[O:11][C:10]([CH2:12][N:13]2[N:17]=[C:16]([NH:18][C:26]([C:24]3[N:25]=[C:21]([CH2:19][CH3:20])[O:22][C:23]=3[C:29]3[CH:30]=[CH:31][CH:32]=[CH:33][CH:34]=3)=[O:27])[CH:15]=[N:14]2)=[CH:9][CH:8]=1)(=[O:6])[CH3:1], predict the reactants needed to synthesize it.